This data is from NCI-60 drug combinations with 297,098 pairs across 59 cell lines. The task is: Regression. Given two drug SMILES strings and cell line genomic features, predict the synergy score measuring deviation from expected non-interaction effect. Drug 1: COC1=C(C=C2C(=C1)N=CN=C2NC3=CC(=C(C=C3)F)Cl)OCCCN4CCOCC4. Drug 2: C1=CC=C(C=C1)NC(=O)CCCCCCC(=O)NO. Cell line: SN12C. Synergy scores: CSS=23.0, Synergy_ZIP=-2.36, Synergy_Bliss=-1.79, Synergy_Loewe=-0.0296, Synergy_HSA=0.680.